From a dataset of Experimentally validated miRNA-target interactions with 360,000+ pairs, plus equal number of negative samples. Binary Classification. Given a miRNA mature sequence and a target amino acid sequence, predict their likelihood of interaction. The miRNA is hsa-miR-4516 with sequence GGGAGAAGGGUCGGGGC. The protein sequence of the target gene is MAFALLRPVGAHVLYPDVRLLSEDEENRSESDASDQSFGCCEGPEAARRGPGPGGGRRAGGGGGAGPVVVVRQRQAANARERDRTQSVNTAFTALRTLIPTEPVDRKLSKIETVRLASSYIAHLANVLLLGDSADDGQPCFRAAGSAKGAVPAAADGGRQPRSICTFCLSNQRKGGGRRDLGGSCLKVRGVAPLRGPRR. Result: 0 (no interaction).